This data is from Full USPTO retrosynthesis dataset with 1.9M reactions from patents (1976-2016). The task is: Predict the reactants needed to synthesize the given product. Given the product [C:34]([O:38][C:39]([NH:41][CH2:42][C@H:43]1[CH2:48][CH2:47][C@H:46]([C:49]([NH:51][C@H:52]([C:70](=[O:83])[NH:71][C:72]2[CH:73]=[CH:74][C:75]([C:78]3[N:79]=[N:80][NH:81][N:82]=3)=[CH:76][CH:77]=2)[CH2:53][C:54]2[CH:59]=[CH:58][C:57]([C:60]3[C:65]([CH3:66])=[CH:64][CH:63]=[C:62]([C:67]([NH:84][CH:85]4[CH2:86][CH2:87][N:88]([C:91]([O:93][C:94]([CH3:97])([CH3:96])[CH3:95])=[O:92])[CH2:89][CH2:90]4)=[O:68])[CH:61]=3)=[CH:56][CH:55]=2)=[O:50])[CH2:45][CH2:44]1)=[O:40])([CH3:37])([CH3:35])[CH3:36], predict the reactants needed to synthesize it. The reactants are: F[P-](F)(F)(F)(F)F.CN(C(ON1C2=NC=CC=C2N=N1)=[N+](C)C)C.C(N(CC)C(C)C)(C)C.[C:34]([O:38][C:39]([NH:41][CH2:42][C@H:43]1[CH2:48][CH2:47][C@H:46]([C:49]([NH:51][C@H:52]([C:70](=[O:83])[NH:71][C:72]2[CH:77]=[CH:76][C:75]([C:78]3[N:79]=[N:80][NH:81][N:82]=3)=[CH:74][CH:73]=2)[CH2:53][C:54]2[CH:59]=[CH:58][C:57]([C:60]3[C:65]([CH3:66])=[CH:64][CH:63]=[C:62]([C:67](O)=[O:68])[CH:61]=3)=[CH:56][CH:55]=2)=[O:50])[CH2:45][CH2:44]1)=[O:40])([CH3:37])([CH3:36])[CH3:35].[NH2:84][CH:85]1[CH2:90][CH2:89][N:88]([C:91]([O:93][C:94]([CH3:97])([CH3:96])[CH3:95])=[O:92])[CH2:87][CH2:86]1.